Predict the product of the given reaction. From a dataset of Forward reaction prediction with 1.9M reactions from USPTO patents (1976-2016). (1) Given the reactants [Br:1][C:2]1[CH:3]=[C:4]([OH:9])[CH:5]=[C:6]([Br:8])[CH:7]=1.[CH:10]1([CH2:13]O)[CH2:12][CH2:11]1.C(P(CCCC)CCCC)CCC.N(C(N1CCCCC1)=O)=NC(N1CCCCC1)=O, predict the reaction product. The product is: [Br:1][C:2]1[CH:3]=[C:4]([O:9][CH2:13][CH:10]2[CH2:12][CH2:11]2)[CH:5]=[C:6]([Br:8])[CH:7]=1. (2) Given the reactants C1([N-]C2CCCCC2)CCCCC1.[Li+].[C:15]([O:19][C:20](=[O:22])[CH3:21])([CH3:18])([CH3:17])[CH3:16].Br[C:24]1[CH:25]=[C:26]([CH3:56])[C:27]([N:30]2[CH2:35][CH2:34][N:33]([C:36]3[CH:41]=[C:40]([C:42]4[CH:47]=[CH:46][C:45]([F:48])=[CH:44][CH:43]=4)[N:39]=[C:38]([N:49]4[CH2:53][CH2:52][CH2:51][C@H:50]4[CH3:54])[N:37]=3)[C@H:32]([CH3:55])[CH2:31]2)=[N:28][CH:29]=1.CC(P(C(C)(C)C)C(C)(C)C)(C)C, predict the reaction product. The product is: [C:15]([O:19][C:20](=[O:22])[CH2:21][C:24]1[CH:29]=[N:28][C:27]([N:30]2[CH2:35][CH2:34][N:33]([C:36]3[CH:41]=[C:40]([C:42]4[CH:43]=[CH:44][C:45]([F:48])=[CH:46][CH:47]=4)[N:39]=[C:38]([N:49]4[CH2:53][CH2:52][CH2:51][C@H:50]4[CH3:54])[N:37]=3)[C@H:32]([CH3:55])[CH2:31]2)=[C:26]([CH3:56])[CH:25]=1)([CH3:18])([CH3:17])[CH3:16].